Predict the product of the given reaction. From a dataset of Forward reaction prediction with 1.9M reactions from USPTO patents (1976-2016). (1) Given the reactants [CH:1]([C:4]1[N:5]=[C:6]([C:21]2[CH:26]=[CH:25][C:24]([C:27]([F:30])([F:29])[F:28])=[CH:23][CH:22]=2)[S:7][C:8]=1[CH2:9][CH2:10][C:11]([C:13]1[CH:18]=[CH:17][C:16]([NH:19][CH3:20])=[CH:15][CH:14]=1)=[O:12])([CH3:3])[CH3:2].C(N(C(C)C)CC)(C)C.Br[CH2:41][C:42]([O:44]CC)=[O:43], predict the reaction product. The product is: [CH:1]([C:4]1[N:5]=[C:6]([C:21]2[CH:22]=[CH:23][C:24]([C:27]([F:29])([F:30])[F:28])=[CH:25][CH:26]=2)[S:7][C:8]=1[CH2:9][CH2:10][C:11]([C:13]1[CH:18]=[CH:17][C:16]([N:19]([CH3:20])[CH2:41][C:42]([OH:44])=[O:43])=[CH:15][CH:14]=1)=[O:12])([CH3:3])[CH3:2]. (2) Given the reactants [Cl:1][C:2]1[N:7]=[C:6](Cl)[CH:5]=[CH:4][N:3]=1.[CH3:9][C@@H:10]1[N:15]([S:16]([C:19]2[CH:24]=[CH:23][CH:22]=[C:21](B3OC(C)(C)C(C)(C)O3)[CH:20]=2)(=[O:18])=[O:17])[CH2:14][CH2:13][N:12]([C:34]([O:36][C:37]([CH3:40])([CH3:39])[CH3:38])=[O:35])[CH2:11]1, predict the reaction product. The product is: [Cl:1][C:2]1[N:7]=[C:6]([C:23]2[CH:24]=[C:19]([S:16]([N:15]3[CH2:14][CH2:13][N:12]([C:34]([O:36][C:37]([CH3:40])([CH3:39])[CH3:38])=[O:35])[CH2:11][C@@H:10]3[CH3:9])(=[O:18])=[O:17])[CH:20]=[CH:21][CH:22]=2)[CH:5]=[CH:4][N:3]=1. (3) Given the reactants [Cl:1][C:2]1[C:3]([C:22](=[O:32])[N:23]([CH2:28][CH2:29][CH2:30][CH3:31])[CH2:24][CH2:25][CH2:26][CH3:27])=[N:4][N:5]([C:8]2[CH:16]=[CH:15][C:11]([C:12]([OH:14])=O)=[CH:10][C:9]=2[C:17]([O:19][CH2:20][CH3:21])=[O:18])[C:6]=1[CH3:7].[O:33]1[CH2:38][CH2:37][N:36]([CH2:39][CH2:40][O:41][C:42]2[CH:43]=[CH:44][CH:45]=[C:46]3[C:51]=2[CH:50]=[C:49]([S:52]([NH2:55])(=[O:54])=[O:53])[CH:48]=[CH:47]3)[CH2:35][CH2:34]1, predict the reaction product. The product is: [Cl:1][C:2]1[C:3]([C:22](=[O:32])[N:23]([CH2:28][CH2:29][CH2:30][CH3:31])[CH2:24][CH2:25][CH2:26][CH3:27])=[N:4][N:5]([C:8]2[CH:16]=[CH:15][C:11]([C:12](=[O:14])[NH:55][S:52]([C:49]3[CH:48]=[CH:47][C:46]4[C:51](=[C:42]([O:41][CH2:40][CH2:39][N:36]5[CH2:35][CH2:34][O:33][CH2:38][CH2:37]5)[CH:43]=[CH:44][CH:45]=4)[CH:50]=3)(=[O:53])=[O:54])=[CH:10][C:9]=2[C:17]([O:19][CH2:20][CH3:21])=[O:18])[C:6]=1[CH3:7]. (4) Given the reactants [F:1][C:2]1[CH:9]=[CH:8][C:7]([F:10])=[CH:6][C:3]=1[CH:4]=O.[N+:11]([CH2:14][CH3:15])([O-:13])=[O:12].C1(N)CCCCC1, predict the reaction product. The product is: [F:1][C:2]1[CH:9]=[CH:8][C:7]([F:10])=[CH:6][C:3]=1[CH:4]=[C:14]([N+:11]([O-:13])=[O:12])[CH3:15]. (5) Given the reactants [N+:1]([C:4]1[CH:5]=[C:6]([C:10]2[CH:15]=[N:14][CH:13]=[CH:12][N:11]=2)[CH:7]=[CH:8][CH:9]=1)([O-])=O, predict the reaction product. The product is: [N:11]1[CH:12]=[CH:13][N:14]=[CH:15][C:10]=1[C:6]1[CH:5]=[C:4]([CH:9]=[CH:8][CH:7]=1)[NH2:1]. (6) The product is: [F:1][C:2]([F:26])([F:27])[C:3]1[CH:8]=[N:7][N:6]2[C:9]([C:12]3[CH:17]=[CH:16][N:15]=[C:14]([C:18]4[CH:25]=[CH:24][N:21]=[CH:20][CH:19]=4)[CH:13]=3)=[CH:10][N:11]=[C:5]2[N:4]=1. Given the reactants [F:1][C:2]([F:27])([F:26])[C:3]1[CH:8]=[N:7][N:6]2[C:9]([C:12]3[CH:17]=[CH:16][N:15]=[C:14]([C:18]4[CH:25]=[CH:24]C=C[C:19]=4[C:20]#[N:21])[CH:13]=3)=[CH:10][N:11]=[C:5]2[N:4]=1.N1C=CC(B(O)O)=CC=1.C(=O)([O-])[O-].[Na+].[Na+], predict the reaction product. (7) Given the reactants CON(C)[C:4]([C:6]1[C:7]2[CH2:16][CH2:15][CH2:14][CH2:13][C:12](=[O:17])[C:8]=2[N:9]([CH3:11])[N:10]=1)=[O:5].[OH-:19].[Na+], predict the reaction product. The product is: [CH3:11][N:9]1[C:8]2[C:12](=[O:17])[CH2:13][CH2:14][CH2:15][CH2:16][C:7]=2[C:6]([C:4]([OH:5])=[O:19])=[N:10]1. (8) The product is: [N:10]([CH2:2][CH2:3][CH2:4][C:5]([O:7][CH2:8][CH3:9])=[O:6])=[N+:11]=[N-:12]. Given the reactants Br[CH2:2][CH2:3][CH2:4][C:5]([O:7][CH2:8][CH3:9])=[O:6].[N-:10]=[N+:11]=[N-:12].[Na+], predict the reaction product.